From a dataset of Forward reaction prediction with 1.9M reactions from USPTO patents (1976-2016). Predict the product of the given reaction. (1) The product is: [I:19][CH2:2][C:3]1[N:7]([CH3:8])[N:6]=[C:5]([C:9]2[CH:14]=[CH:13][C:12]([C:15]([F:18])([F:17])[F:16])=[CH:11][CH:10]=2)[CH:4]=1. Given the reactants Cl[CH2:2][C:3]1[N:7]([CH3:8])[N:6]=[C:5]([C:9]2[CH:14]=[CH:13][C:12]([C:15]([F:18])([F:17])[F:16])=[CH:11][CH:10]=2)[CH:4]=1.[I-:19].[Na+], predict the reaction product. (2) Given the reactants [H-].C([Al+]CC(C)C)C(C)C.C([O:13][C:14](=O)/[CH:15]=[C:16](\[C:23]1[CH:28]=[CH:27][C:26]([C:29]#[C:30][CH2:31][N:32]([CH3:34])[CH3:33])=[CH:25][CH:24]=1)/[C:17]1[CH:22]=[CH:21][CH:20]=[CH:19][CH:18]=1)C.[Cl-].[NH4+].ClCCl, predict the reaction product. The product is: [CH3:34][N:32]([CH3:33])[CH2:31][C:30]#[C:29][C:26]1[CH:27]=[CH:28][C:23](/[C:16](/[C:17]2[CH:18]=[CH:19][CH:20]=[CH:21][CH:22]=2)=[CH:15]\[CH2:14][OH:13])=[CH:24][CH:25]=1. (3) Given the reactants [CH3:1][O:2][N:3]=[C:4]1[CH2:8][N:7]([C:9]([O:11]C(C)(C)C)=O)[C@H:6]([C:16]([O:18][CH3:19])=[O:17])[CH2:5]1.[C:20]1([C:29]2[CH:34]=[CH:33][CH:32]=[CH:31][CH:30]=2)[CH:25]=[CH:24][C:23](C(Cl)=O)=[CH:22][CH:21]=1, predict the reaction product. The product is: [C:20]1([C:29]2[CH:30]=[CH:31][CH:32]=[CH:33][CH:34]=2)[CH:25]=[CH:24][C:23]([C:9]([N:7]2[CH2:8][C:4](=[N:3][O:2][CH3:1])[CH2:5][C@H:6]2[C:16]([O:18][CH3:19])=[O:17])=[O:11])=[CH:22][CH:21]=1. (4) Given the reactants [CH3:1][O:2][C:3]1[CH:4]=[CH:5][C:6]([C:12](=O)[CH2:13][O:14][CH3:15])=[C:7]([CH:11]=1)[C:8](O)=[O:9].O.[NH2:18][NH2:19], predict the reaction product. The product is: [CH3:1][O:2][C:3]1[CH:11]=[C:7]2[C:6]([C:12]([CH2:13][O:14][CH3:15])=[N:18][NH:19][C:8]2=[O:9])=[CH:5][CH:4]=1. (5) Given the reactants [F:1][C:2]([F:31])([F:30])[C:3]1[CH:8]=[CH:7][CH:6]=[CH:5][C:4]=1/[CH:9]=[CH:10]/[C:11]1[NH:15][C:14]2[CH:16]=[CH:17][C:18]([C:20]3[CH:25]=[CH:24][CH:23]=[CH:22][C:21]=3[S:26]([NH2:29])(=[O:28])=[O:27])=[CH:19][C:13]=2[N:12]=1, predict the reaction product. The product is: [F:31][C:2]([F:1])([F:30])[C:3]1[CH:8]=[CH:7][CH:6]=[CH:5][C:4]=1[CH2:9][CH2:10][C:11]1[NH:15][C:14]2[CH:16]=[CH:17][C:18]([C:20]3[CH:25]=[CH:24][CH:23]=[CH:22][C:21]=3[S:26]([NH2:29])(=[O:27])=[O:28])=[CH:19][C:13]=2[N:12]=1.